This data is from Full USPTO retrosynthesis dataset with 1.9M reactions from patents (1976-2016). The task is: Predict the reactants needed to synthesize the given product. Given the product [ClH:34].[ClH:42].[ClH:34].[ClH:34].[ClH:34].[Cl:34][C:19]1[N:20]=[C:21]([N:24]2[CH2:28][CH2:27][CH:26]([N:29]([CH3:31])[CH3:30])[C:25]2([CH3:32])[CH3:33])[C:22]([F:23])=[C:17]([NH:9][NH2:8])[N:18]=1, predict the reactants needed to synthesize it. The reactants are: CC(OC([N:8](C(OC(C)(C)C)=O)[N:9]([C:17]1[C:22]([F:23])=[C:21]([N:24]2[CH2:28][CH2:27][CH:26]([N:29]([CH3:31])[CH3:30])[C:25]2([CH3:33])[CH3:32])[N:20]=[C:19]([Cl:34])[N:18]=1)C(OC(C)(C)C)=O)=O)(C)C.[ClH:42].